From a dataset of Catalyst prediction with 721,799 reactions and 888 catalyst types from USPTO. Predict which catalyst facilitates the given reaction. (1) Reactant: Cl[C:2]1[N:7]=[CH:6][C:5]([C:8]([N:10]2[CH2:15][CH2:14][N:13]([S:16]([C:19]3[CH:24]=[CH:23][C:22]([C:25]([F:28])([F:27])[F:26])=[CH:21][CH:20]=3)(=[O:18])=[O:17])[CH2:12][CH2:11]2)=[O:9])=[CH:4][CH:3]=1.[CH3:29][NH:30][CH3:31]. Product: [CH3:29][N:30]([CH3:31])[C:2]1[CH:3]=[CH:4][C:5]([C:8]([N:10]2[CH2:15][CH2:14][N:13]([S:16]([C:19]3[CH:24]=[CH:23][C:22]([C:25]([F:28])([F:27])[F:26])=[CH:21][CH:20]=3)(=[O:18])=[O:17])[CH2:12][CH2:11]2)=[O:9])=[CH:6][N:7]=1. The catalyst class is: 25. (2) Reactant: [Cl:1][C:2]1[N:10]=[C:9]2[C:5]([NH:6][CH:7]=[N:8]2)=[C:4]([Cl:11])[N:3]=1.Br[CH2:13][C:14]1[CH:19]=[CH:18][C:17]([O:20][CH3:21])=[CH:16][CH:15]=1. Product: [Cl:1][C:2]1[N:10]=[C:9]2[C:5]([N:6]([CH2:13][C:14]3[CH:19]=[CH:18][C:17]([O:20][CH3:21])=[CH:16][CH:15]=3)[CH:7]=[N:8]2)=[C:4]([Cl:11])[N:3]=1. The catalyst class is: 474. (3) Reactant: [NH2:1][CH:2]1[CH2:7][N:6]([C:8](=[O:20])[C:9]2[CH:14]=[CH:13][CH:12]=[C:11]([C:15]3[O:16][CH:17]=[CH:18][CH:19]=3)[CH:10]=2)[CH2:5][CH:4]([C:21]([NH:23][C:24]2[CH:29]=[CH:28][C:27]([Cl:30])=[CH:26][CH:25]=2)=[O:22])[CH2:3]1.C(N(CC)CC)C.Cl[C:39]([O:41][CH3:42])=[O:40]. Product: [Cl:30][C:27]1[CH:26]=[CH:25][C:24]([NH:23][C:21]([CH:4]2[CH2:5][N:6]([C:8](=[O:20])[C:9]3[CH:14]=[CH:13][CH:12]=[C:11]([C:15]4[O:16][CH:17]=[CH:18][CH:19]=4)[CH:10]=3)[CH2:7][CH:2]([NH:1][C:39](=[O:40])[O:41][CH3:42])[CH2:3]2)=[O:22])=[CH:29][CH:28]=1. The catalyst class is: 4. (4) Reactant: [CH:1]1([N:5]2[CH2:11][CH2:10][C:9]3[CH:12]=[CH:13][C:14]([CH:16]4[CH2:21][CH2:20][NH:19][CH2:18][CH2:17]4)=[CH:15][C:8]=3[CH2:7][CH2:6]2)[CH2:4][CH2:3][CH2:2]1.Cl[C:23]1[N:28]=[CH:27][C:26]([C:29]([NH:31][CH3:32])=[O:30])=[CH:25][CH:24]=1.C(=O)([O-])[O-].[K+].[K+]. Product: [CH:1]1([N:5]2[CH2:11][CH2:10][C:9]3[CH:12]=[CH:13][C:14]([CH:16]4[CH2:21][CH2:20][N:19]([C:23]5[N:28]=[CH:27][C:26]([C:29]([NH:31][CH3:32])=[O:30])=[CH:25][CH:24]=5)[CH2:18][CH2:17]4)=[CH:15][C:8]=3[CH2:7][CH2:6]2)[CH2:4][CH2:3][CH2:2]1. The catalyst class is: 60. (5) Reactant: [F:1][C:2]1[CH:7]=[CH:6][CH:5]=[C:4]([F:8])[C:3]=1[N:9]1[C:14]2[N:15]=[C:16](S(C)=O)[N:17]=[C:18]([C:19]3[CH:20]=[C:21]([CH:28]=[CH:29][C:30]=3[CH3:31])[C:22]([NH:24][CH2:25][CH2:26][CH3:27])=[O:23])[C:13]=2[CH2:12][NH:11][C:10]1=[O:35].[CH2:36]([N:40]([CH2:45][CH2:46][CH2:47][CH3:48])[CH2:41][CH2:42][CH2:43][NH2:44])[CH2:37][CH2:38][CH3:39]. Product: [CH2:36]([N:40]([CH2:45][CH2:46][CH2:47][CH3:48])[CH2:41][CH2:42][CH2:43][NH:44][C:16]1[N:17]=[C:18]([C:19]2[CH:20]=[C:21]([CH:28]=[CH:29][C:30]=2[CH3:31])[C:22]([NH:24][CH2:25][CH2:26][CH3:27])=[O:23])[C:13]2[CH2:12][NH:11][C:10](=[O:35])[N:9]([C:3]3[C:2]([F:1])=[CH:7][CH:6]=[CH:5][C:4]=3[F:8])[C:14]=2[N:15]=1)[CH2:37][CH2:38][CH3:39]. The catalyst class is: 2.